Dataset: Forward reaction prediction with 1.9M reactions from USPTO patents (1976-2016). Task: Predict the product of the given reaction. (1) Given the reactants [OH:1][CH2:2][C:3]1[CH:18]=[CH:17][C:6]([CH2:7][NH:8][C:9]([C:11]2[CH:16]=[CH:15][CH:14]=[CH:13][N:12]=2)=[O:10])=[CH:5][CH:4]=1.CCN(CC)CC.[CH3:26][S:27](Cl)(=[O:29])=[O:28], predict the reaction product. The product is: [N:12]1[CH:13]=[CH:14][CH:15]=[CH:16][C:11]=1[C:9]([NH:8][CH2:7][C:6]1[CH:5]=[CH:4][C:3]([CH2:2][O:1][S:27]([CH3:26])(=[O:29])=[O:28])=[CH:18][CH:17]=1)=[O:10]. (2) Given the reactants C(Cl)(=O)C(Cl)=O.[Cl:7][C:8]1[CH:16]=[C:15]([F:17])[C:14]([N:18]2[C:23](=[O:24])[CH:22]=[C:21]([C:25]([F:28])([F:27])[F:26])[N:20]([CH3:29])[C:19]2=[O:30])=[CH:13][C:9]=1[C:10]([OH:12])=O.C(N(CC)C(C)C)(C)C.[CH3:40][CH:41]([CH3:48])[CH:42]([S:44]([NH2:47])(=[O:46])=[O:45])[CH3:43], predict the reaction product. The product is: [Cl:7][C:8]1[CH:16]=[C:15]([F:17])[C:14]([N:18]2[C:23](=[O:24])[CH:22]=[C:21]([C:25]([F:28])([F:27])[F:26])[N:20]([CH3:29])[C:19]2=[O:30])=[CH:13][C:9]=1[C:10]([NH:47][S:44]([CH:42]([CH3:43])[CH:41]([CH3:48])[CH3:40])(=[O:46])=[O:45])=[O:12]. (3) Given the reactants Cl[C:2]([O:4][CH2:5][CH3:6])=[O:3].[CH3:7]/[C:8](/[CH2:37][CH2:38][CH:39]=[C:40]([CH3:42])[CH3:41])=[CH:9]\[CH2:10][O:11][C:12]([C:14]1[CH:36]=[CH:35][CH:34]=[CH:33][C:15]=1[C:16]([NH:18][CH2:19][CH2:20][CH2:21][CH2:22][CH2:23][CH2:24][CH2:25][CH2:26][CH2:27][CH2:28][CH2:29][C:30]([OH:32])=[O:31])=[O:17])=[O:13].C(N(CC)CC)C, predict the reaction product. The product is: [C:2](=[O:3])([O:4][CH2:5][CH3:6])[O:31][C:30](=[O:32])[CH2:29][CH2:28][CH2:27][CH2:26][CH2:25][CH2:24][CH2:23][CH2:22][CH2:21][CH2:20][CH2:19][NH:18][C:16](=[O:17])[C:15]1[CH:33]=[CH:34][CH:35]=[CH:36][C:14]=1[C:12]([O:11][CH2:10]/[CH:9]=[C:8](\[CH3:7])/[CH2:37][CH2:38][CH:39]=[C:40]([CH3:42])[CH3:41])=[O:13]. (4) Given the reactants [CH2:1]([O:3][C:4](=[O:26])[CH2:5][CH2:6][C:7]([NH:9][C:10]1[CH:20]=[CH:19][C:18]([O:21][C:22]([F:25])([F:24])[F:23])=[CH:17][C:11]=1[C:12]([O:14]CC)=O)=[O:8])[CH3:2].CC(C)([O-])C.[K+].CS(C)=O.Cl, predict the reaction product. The product is: [OH:14][C:12]1[C:11]2[CH:17]=[C:18]([O:21][C:22]([F:23])([F:24])[F:25])[CH:19]=[CH:20][C:10]=2[NH:9][C:7](=[O:8])[CH2:6][C:5]=1[C:4]([O:3][CH2:1][CH3:2])=[O:26].